Dataset: Forward reaction prediction with 1.9M reactions from USPTO patents (1976-2016). Task: Predict the product of the given reaction. (1) Given the reactants [CH2:1]([N:8]([CH2:12][C:13]1[CH:18]=[CH:17][CH:16]=[CH:15][CH:14]=1)[CH2:9][CH2:10]Cl)[C:2]1[CH:7]=[CH:6][CH:5]=[CH:4][CH:3]=1.[C:19]([O:23][C:24](=[O:30])[N:25]([CH2:27][CH2:28][OH:29])[CH3:26])([CH3:22])([CH3:21])[CH3:20].[OH-].[K+], predict the reaction product. The product is: [C:19]([O:23][C:24](=[O:30])[N:25]([CH2:27][CH2:28][O:29][CH2:10][CH2:9][N:8]([CH2:12][C:13]1[CH:18]=[CH:17][CH:16]=[CH:15][CH:14]=1)[CH2:1][C:2]1[CH:7]=[CH:6][CH:5]=[CH:4][CH:3]=1)[CH3:26])([CH3:22])([CH3:20])[CH3:21]. (2) Given the reactants [NH2:1][C:2]1[N:10]=[C:9]2[C:5]([N:6]=[CH:7][N:8]2[C@@H:11]2[O:33][C@H:32]([CH2:34][O:35]C(=O)C3C=CC=CC=3)[C@@H:22]([O:23]C(=O)C3C=CC=CC=3)[C@@:12]2([CH3:44])[O:13]C(=O)C2C=CC=CC=2)=[C:4]([Cl:45])[N:3]=1.[Li+].[OH-], predict the reaction product. The product is: [NH2:1][C:2]1[N:10]=[C:9]2[C:5]([N:6]=[CH:7][N:8]2[C@@H:11]2[O:33][C@H:32]([CH2:34][OH:35])[C@@H:22]([OH:23])[C@@:12]2([CH3:44])[OH:13])=[C:4]([Cl:45])[N:3]=1. (3) Given the reactants [H-].[Na+].[F:3][C:4]1[CH:12]=[C:11]2[C:7]([CH2:8][CH2:9][CH:10]2[NH:13][C:14](=[O:35])/[C:15](=[CH:20]/[C:21]2[CH:26]=[CH:25][C:24]([N:27]3[CH:31]=[C:30]([CH3:32])[N:29]=[CH:28]3)=[C:23]([O:33][CH3:34])[CH:22]=2)/[CH2:16][CH2:17][CH2:18]Cl)=[CH:6][C:5]=1[N:36]1[CH2:41][CH2:40][O:39][CH2:38][CH2:37]1.O.C(OCC)(=O)C, predict the reaction product. The product is: [F:3][C:4]1[CH:12]=[C:11]2[C:7]([CH2:8][CH2:9][CH:10]2[N:13]2[CH2:18][CH2:17][CH2:16]/[C:15](=[CH:20]\[C:21]3[CH:26]=[CH:25][C:24]([N:27]4[CH:31]=[C:30]([CH3:32])[N:29]=[CH:28]4)=[C:23]([O:33][CH3:34])[CH:22]=3)/[C:14]2=[O:35])=[CH:6][C:5]=1[N:36]1[CH2:41][CH2:40][O:39][CH2:38][CH2:37]1. (4) Given the reactants [NH:1]1[CH:7]([CH2:8][CH2:9][C:10]([OH:12])=O)[C:5](=[O:6])[NH:4][C:2]1=[O:3].Cl.Cl.[CH3:15][C:16]1[CH:25]=[C:24]([CH2:26][O:27][C:28]2[CH:34]=[CH:33][C:31]([NH2:32])=[CH:30][CH:29]=2)[C:23]2[C:18](=[CH:19][CH:20]=[CH:21][CH:22]=2)[N:17]=1.N1CC(=O)NC1=O, predict the reaction product. The product is: [O:3]=[C:2]1[NH:1][CH:7]([CH2:8][CH2:9][C:10]([NH:32][C:31]2[CH:30]=[CH:29][C:28]([O:27][CH2:26][C:24]3[C:23]4[C:18](=[CH:19][CH:20]=[CH:21][CH:22]=4)[N:17]=[C:16]([CH3:15])[CH:25]=3)=[CH:34][CH:33]=2)=[O:12])[C:5](=[O:6])[NH:4]1. (5) Given the reactants Br[C:2]1[CH:7]=[CH:6][C:5]([C@@H:8]([N:10]2[CH2:15][CH2:14][C@:13]([CH2:22][CH2:23][CH2:24][OH:25])([C:16]3[CH:21]=[CH:20][CH:19]=[CH:18][CH:17]=3)[O:12][C:11]2=[O:26])[CH3:9])=[CH:4][CH:3]=1.[NH2:27][C:28]1[CH:33]=[C:32](Br)[CH:31]=[CH:30][N:29]=1, predict the reaction product. The product is: [NH2:27][C:28]1[CH:33]=[C:32]([C:2]2[CH:7]=[CH:6][C:5]([C@@H:8]([N:10]3[CH2:15][CH2:14][C@:13]([CH2:22][CH2:23][CH2:24][OH:25])([C:16]4[CH:17]=[CH:18][CH:19]=[CH:20][CH:21]=4)[O:12][C:11]3=[O:26])[CH3:9])=[CH:4][CH:3]=2)[CH:31]=[CH:30][N:29]=1. (6) Given the reactants [C:1](Cl)(=[O:4])[CH2:2][CH3:3].[C:6]([O:10][C:11]([NH:13][OH:14])=[O:12])([CH3:9])([CH3:8])[CH3:7], predict the reaction product. The product is: [C:1]([O:14][NH:13][C:11]([O:10][C:6]([CH3:9])([CH3:8])[CH3:7])=[O:12])(=[O:4])[CH2:2][CH3:3]. (7) Given the reactants [CH2:1]([O:8][C:9]1[CH:14]=[CH:13][C:12]([C:15](=[O:31])[CH:16]([N:18]2[CH2:23][CH2:22][C:21]([OH:30])([C:24]3[CH:29]=[CH:28][CH:27]=[CH:26][CH:25]=3)[CH2:20][CH2:19]2)[CH3:17])=[CH:11][CH:10]=1)[C:2]1[CH:7]=[CH:6][CH:5]=[CH:4][CH:3]=1.[C:32]([O:40][C:41](=[O:57])[C@H:42]([C@@H:44]([C:46]([O:48][C:49](=[O:56])[C:50]1[CH:55]=[CH:54][CH:53]=[CH:52][CH:51]=1)=[O:47])[OH:45])[OH:43])(=[O:39])[C:33]1[CH:38]=[CH:37][CH:36]=[CH:35][CH:34]=1, predict the reaction product. The product is: [C:49]([O:48][C:46](=[O:47])[C@H:44]([C@@H:42]([C:41]([O:40][C:32](=[O:39])[C:33]1[CH:34]=[CH:35][CH:36]=[CH:37][CH:38]=1)=[O:57])[OH:43])[OH:45])(=[O:56])[C:50]1[CH:51]=[CH:52][CH:53]=[CH:54][CH:55]=1.[CH2:1]([O:8][C:9]1[CH:14]=[CH:13][C:12]([C:15](=[O:31])[C@@H:16]([N:18]2[CH2:23][CH2:22][C:21]([OH:30])([C:24]3[CH:29]=[CH:28][CH:27]=[CH:26][CH:25]=3)[CH2:20][CH2:19]2)[CH3:17])=[CH:11][CH:10]=1)[C:2]1[CH:3]=[CH:4][CH:5]=[CH:6][CH:7]=1. (8) Given the reactants [C:1]([C:3]1[CH:4]=[CH:5][C:6]2[NH:12][C:11](=[O:13])[C@@H:10]([NH:14][C:15](=[O:27])[C@@H:16]([N:18]([CH3:26])[C:19](=[O:25])[O:20][C:21]([CH3:24])([CH3:23])[CH3:22])[CH3:17])[C@H:9]([CH3:28])[N:8]([C:29]([CH:31]3[CH2:36][CH2:35][O:34][CH2:33][CH2:32]3)=[O:30])[C:7]=2[CH:37]=1)#[N:2].Cl[CH2:39][C:40]1[C:49]2[C:44](=[CH:45][CH:46]=[CH:47][CH:48]=2)[CH:43]=[CH:42][C:41]=1[O:50][CH3:51].C(=O)([O-])[O-].[Cs+].[Cs+].[I-].[Na+], predict the reaction product. The product is: [C:1]([C:3]1[CH:4]=[CH:5][C:6]2[N:12]([CH2:39][C:40]3[C:49]4[C:44](=[CH:45][CH:46]=[CH:47][CH:48]=4)[CH:43]=[CH:42][C:41]=3[O:50][CH3:51])[C:11](=[O:13])[C@@H:10]([NH:14][C:15](=[O:27])[C@@H:16]([N:18]([CH3:26])[C:19](=[O:25])[O:20][C:21]([CH3:23])([CH3:24])[CH3:22])[CH3:17])[C@H:9]([CH3:28])[N:8]([C:29]([CH:31]3[CH2:36][CH2:35][O:34][CH2:33][CH2:32]3)=[O:30])[C:7]=2[CH:37]=1)#[N:2]. (9) The product is: [Cl:1][C:2]1[C:3]([CH:4]([OH:5])[C:17]2[C:16](=[O:21])[CH2:20][CH2:19][CH:18]=2)=[CH:6][C:7]([CH3:10])=[CH:8][N:9]=1. Given the reactants [Cl:1][C:2]1[N:9]=[CH:8][C:7]([CH3:10])=[CH:6][C:3]=1[CH:4]=[O:5].N1C=CN=C1.[C:16]1(=[O:21])[CH2:20][CH2:19][CH:18]=[CH:17]1, predict the reaction product.